From a dataset of Forward reaction prediction with 1.9M reactions from USPTO patents (1976-2016). Predict the product of the given reaction. Given the reactants [NH2:1][C:2]1[N:3]=[CH:4][C:5]([O:8][C:9]2[C:10]3[C:14]([CH:15]=[C:16]([C:18]([O:20][CH2:21][CH3:22])=[O:19])[CH:17]=2)=[N:13][N:12]([CH2:23][CH3:24])[CH:11]=3)=[N:6][CH:7]=1.N1C=CC=CC=1.[CH3:31][S:32](Cl)(=[O:34])=[O:33].CO, predict the reaction product. The product is: [CH2:23]([N:12]1[CH:11]=[C:10]2[C:14]([CH:15]=[C:16]([C:18]([O:20][CH2:21][CH3:22])=[O:19])[CH:17]=[C:9]2[O:8][C:5]2[CH:4]=[N:3][C:2]([NH:1][S:32]([CH3:31])(=[O:34])=[O:33])=[CH:7][N:6]=2)=[N:13]1)[CH3:24].